This data is from Catalyst prediction with 721,799 reactions and 888 catalyst types from USPTO. The task is: Predict which catalyst facilitates the given reaction. (1) Reactant: [CH:1]([C:3]1[CH:14]=[CH:13][C:6]([O:7][CH2:8][C:9]([O:11][CH3:12])=[O:10])=[CH:5][CH:4]=1)=O.[I:15][C:16]1[CH:22]=[CH:21][C:19]([NH2:20])=[CH:18][CH:17]=1. Product: [I:15][C:16]1[CH:22]=[CH:21][C:19](/[N:20]=[CH:1]/[C:3]2[CH:14]=[CH:13][C:6]([O:7][CH2:8][C:9]([O:11][CH3:12])=[O:10])=[CH:5][CH:4]=2)=[CH:18][CH:17]=1. The catalyst class is: 11. (2) Reactant: [Cl:1][C:2]1[NH:10][C:9]2[C:8](=[O:11])[N:7]([CH2:12][O:13][C:14](=[O:19])[C:15]([CH3:18])([CH3:17])[CH3:16])[C:6](=[O:20])[N:5]([CH2:21][O:22][C:23](=[O:28])[C:24]([CH3:27])([CH3:26])[CH3:25])[C:4]=2[N:3]=1.C(=O)([O-])[O-].[K+].[K+].Br[CH2:36][CH:37]=[C:38]([CH3:40])[CH3:39]. Product: [Cl:1][C:2]1[N:10]([CH2:36][CH:37]=[C:38]([CH3:40])[CH3:39])[C:9]2[C:8](=[O:11])[N:7]([CH2:12][O:13][C:14](=[O:19])[C:15]([CH3:18])([CH3:17])[CH3:16])[C:6](=[O:20])[N:5]([CH2:21][O:22][C:23](=[O:28])[C:24]([CH3:27])([CH3:26])[CH3:25])[C:4]=2[N:3]=1. The catalyst class is: 42. (3) Reactant: [Cl:1][C:2]1[CH:7]=[CH:6][C:5]([C:8]2[N:9]([C:17]3[CH:22]=[CH:21][C:20]([Cl:23])=[CH:19][C:18]=3[Cl:24])[C:10]([CH3:16])=[C:11]([C:13](Cl)=[O:14])[N:12]=2)=[CH:4][CH:3]=1.[NH2:25][N:26]1[CH2:31][CH2:30][CH2:29][CH2:28][CH2:27]1.C(N(CC)CC)C. Product: [Cl:1][C:2]1[CH:7]=[CH:6][C:5]([C:8]2[N:9]([C:17]3[CH:22]=[CH:21][C:20]([Cl:23])=[CH:19][C:18]=3[Cl:24])[C:10]([CH3:16])=[C:11]([C:13]([NH:25][N:26]3[CH2:31][CH2:30][CH2:29][CH2:28][CH2:27]3)=[O:14])[N:12]=2)=[CH:4][CH:3]=1. The catalyst class is: 4. (4) Reactant: [F:1][B-:2]([F:5])([F:4])[F:3].[N:6]#[O+].[Cl:8][C:9]1[CH:15]=[CH:14][C:13]([F:16])=[CH:12][C:10]=1[NH2:11]. Product: [F:1][B-:2]([F:5])([F:4])[F:3].[Cl:8][C:9]1[CH:15]=[CH:14][C:13]([F:16])=[CH:12][C:10]=1[N+:11]#[N:6]. The catalyst class is: 753. (5) The catalyst class is: 2. Reactant: [CH:1]1[C:14]2[C:5](=[N:6][C:7]3[C:12]([C:13]=2[NH:15][CH2:16][CH2:17][NH:18][CH2:19][C:20]([OH:22])=[O:21])=[CH:11][CH:10]=[CH:9][CH:8]=3)[CH:4]=[CH:3][CH:2]=1.C(N(CC)CC)C.[CH3:30][C:31]([O:34][C:35](O[C:35]([O:34][C:31]([CH3:33])([CH3:32])[CH3:30])=[O:36])=[O:36])([CH3:33])[CH3:32]. Product: [CH:1]1[C:14]2[C:5](=[N:6][C:7]3[C:12]([C:13]=2[NH:15][CH2:16][CH2:17][N:18]([C:35]([O:34][C:31]([CH3:33])([CH3:32])[CH3:30])=[O:36])[CH2:19][C:20]([OH:22])=[O:21])=[CH:11][CH:10]=[CH:9][CH:8]=3)[CH:4]=[CH:3][CH:2]=1. (6) Reactant: [F:1][C:2]1[CH:7]=[CH:6][C:5]([N:8]([CH2:16][CH2:17][O:18][CH3:19])[C:9]([N:11]2[CH:15]=[CH:14][N:13]=[CH:12]2)=[O:10])=[CH:4][CH:3]=1.[CH3:20][I:21]. Product: [I-:21].[F:1][C:2]1[CH:3]=[CH:4][C:5]([N:8]([CH2:16][CH2:17][O:18][CH3:19])[C:9]([N:11]2[CH:15]=[CH:14][N+:13]([CH3:20])=[CH:12]2)=[O:10])=[CH:6][CH:7]=1. The catalyst class is: 10. (7) Reactant: CO/[N:3]=[CH:4]/[C:5]1[CH:10]=[C:9]([Br:11])[CH:8]=[C:7]([F:12])[C:6]=1F.[NH2:14]N.O. Product: [Br:11][C:9]1[CH:10]=[C:5]2[C:6](=[C:7]([F:12])[CH:8]=1)[NH:14][N:3]=[CH:4]2. The catalyst class is: 1. (8) Reactant: [C:1]([O:5][C:6]([N:8]1[CH2:13][CH2:12][N:11]([C:14]2[CH:19]=[CH:18][C:17]([NH:20][C:21]3[N:26]=[C:25]([CH2:27][CH2:28][C:29]4[CH:34]=[CH:33][CH:32]=[CH:31][C:30]=4[CH2:35][C:36]([O-])=[O:37])[C:24]([C:39]([F:42])([F:41])[F:40])=[CH:23][N:22]=3)=[CH:16][CH:15]=2)[CH2:10][CH2:9]1)=[O:7])([CH3:4])([CH3:3])[CH3:2].[Li+].O[N:45]1C2C=CC=CC=2N=N1.CCN=C=NCCCN(C)C.Cl.C(N(CC)C(C)C)(C)C.C(=O)([O-])[O-].[NH4+].[NH4+]. Product: [NH2:45][C:36](=[O:37])[CH2:35][C:30]1[CH:31]=[CH:32][CH:33]=[CH:34][C:29]=1[CH2:28][CH2:27][C:25]1[C:24]([C:39]([F:40])([F:42])[F:41])=[CH:23][N:22]=[C:21]([NH:20][C:17]2[CH:16]=[CH:15][C:14]([N:11]3[CH2:10][CH2:9][N:8]([C:6]([O:5][C:1]([CH3:3])([CH3:2])[CH3:4])=[O:7])[CH2:13][CH2:12]3)=[CH:19][CH:18]=2)[N:26]=1. The catalyst class is: 118. (9) Reactant: [F:1][C:2]1[CH:3]=[CH:4][C:5]([O:33][CH3:34])=[C:6]([C:8]([CH3:32])([CH3:31])[CH2:9][C:10]([OH:30])([C:26]([F:29])([F:28])[F:27])[CH:11]=[N:12][C:13]2[CH:14]=[CH:15][CH:16]=[C:17]3[C:22]=2[N:21]=[C:20]([C:23]([NH2:25])=[O:24])[CH:19]=[CH:18]3)[CH:7]=1.[BH4-].[Na+]. Product: [F:1][C:2]1[CH:3]=[CH:4][C:5]([O:33][CH3:34])=[C:6]([C:8]([CH3:31])([CH3:32])[CH2:9][C:10]([OH:30])([C:26]([F:28])([F:27])[F:29])[CH2:11][NH:12][C:13]2[CH:14]=[CH:15][CH:16]=[C:17]3[C:22]=2[N:21]=[C:20]([C:23]([NH2:25])=[O:24])[CH:19]=[CH:18]3)[CH:7]=1. The catalyst class is: 111. (10) Reactant: [CH2:1]([O:8][C:9]1[CH:14]=[CH:13][C:12]([CH:15]([CH3:19])[C:16]([OH:18])=O)=[CH:11][C:10]=1[Br:20])[C:2]1[CH:7]=[CH:6][CH:5]=[CH:4][CH:3]=1.O=S(Cl)Cl.[CH3:25][O:26][C:27](=[O:37])[C:28]1[C:33]([Cl:34])=[CH:32][C:31]([Cl:35])=[CH:30][C:29]=1[NH2:36].CCCCCC. Product: [CH3:25][O:26][C:27](=[O:37])[C:28]1[C:33]([Cl:34])=[CH:32][C:31]([Cl:35])=[CH:30][C:29]=1[NH:36][C:16](=[O:18])[CH:15]([C:12]1[CH:13]=[CH:14][C:9]([O:8][CH2:1][C:2]2[CH:3]=[CH:4][CH:5]=[CH:6][CH:7]=2)=[C:10]([Br:20])[CH:11]=1)[CH3:19]. The catalyst class is: 25.